From a dataset of NCI-60 drug combinations with 297,098 pairs across 59 cell lines. Regression. Given two drug SMILES strings and cell line genomic features, predict the synergy score measuring deviation from expected non-interaction effect. Synergy scores: CSS=0.923, Synergy_ZIP=-1.56, Synergy_Bliss=-1.87, Synergy_Loewe=-0.833, Synergy_HSA=-0.830. Drug 1: C1=CC=C(C(=C1)C(C2=CC=C(C=C2)Cl)C(Cl)Cl)Cl. Cell line: NCI-H522. Drug 2: C1CNP(=O)(OC1)N(CCCl)CCCl.